Dataset: Catalyst prediction with 721,799 reactions and 888 catalyst types from USPTO. Task: Predict which catalyst facilitates the given reaction. (1) Reactant: FC(F)(F)S(O[CH2:7][C@H:8]([CH3:11])[CH2:9][F:10])(=O)=O.[CH3:14][C:15]1([CH3:40])[NH:27][CH:26]([C:28]2[CH:33]=[CH:32][C:31](/[CH:34]=[CH:35]/[C:36]([O:38][CH3:39])=[O:37])=[CH:30][CH:29]=2)[C:18]2[NH:19][C:20]3[C:25]([C:17]=2[CH2:16]1)=[CH:24][CH:23]=[CH:22][CH:21]=3.C(N(C(C)C)C(C)C)C. Product: [F:10][CH2:9][C@@H:8]([CH3:11])[CH2:7][N:27]1[C:15]([CH3:40])([CH3:14])[CH2:16][C:17]2[C:25]3[C:20](=[CH:21][CH:22]=[CH:23][CH:24]=3)[NH:19][C:18]=2[CH:26]1[C:28]1[CH:29]=[CH:30][C:31](/[CH:34]=[CH:35]/[C:36]([O:38][CH3:39])=[O:37])=[CH:32][CH:33]=1. The catalyst class is: 12. (2) Reactant: C([P:4]([CH2:9][O:10][C:11]1[CH:20]=[C:19]2[C:14]([C:15](=[O:31])[CH:16]=[C:17]([C:21]3[CH:26]=[CH:25][C:24]([O:27][CH3:28])=[C:23]([O:29][CH3:30])[CH:22]=3)[O:18]2)=[C:13]([O:32][CH3:33])[CH:12]=1)([CH:6]([CH3:8])[CH3:7])=[O:5])(C)C.[N-]=[N+]=[N-].[Na+].CN(C)C=[O:41].C(OCC)(=O)C. Product: [OH:5][P:4]([CH2:9][O:10][C:11]1[CH:20]=[C:19]2[C:14]([C:15](=[O:31])[CH:16]=[C:17]([C:21]3[CH:26]=[CH:25][C:24]([O:27][CH3:28])=[C:23]([O:29][CH3:30])[CH:22]=3)[O:18]2)=[C:13]([O:32][CH3:33])[CH:12]=1)([CH:6]([CH3:7])[CH3:8])=[O:41]. The catalyst class is: 6. (3) Reactant: [C:1]([C:5]1[N:10]=[C:9]([N:11]2[CH2:16][CH2:15][N:14]([CH2:17][CH2:18][CH2:19][CH2:20][NH2:21])[CH2:13][CH2:12]2)[CH:8]=[C:7]([C:22]([F:25])([F:24])[F:23])[N:6]=1)([CH3:4])([CH3:3])[CH3:2].C1N=CN([C:31]([N:33]2[CH:37]=N[CH:35]=[CH:34]2)=[O:32])C=1.[C:38]1([CH:44]2CCNC[CH2:45]2)[CH:43]=[CH:42][CH:41]=[CH:40][CH:39]=1. Product: [C:1]([C:5]1[N:10]=[C:9]([N:11]2[CH2:16][CH2:15][N:14]([CH2:17][CH2:18][CH2:19][CH2:20][NH:21][C:31]([N:33]3[CH2:34][CH2:35][CH:44]([C:38]4[CH:43]=[CH:42][CH:41]=[CH:40][CH:39]=4)[CH2:45][CH2:37]3)=[O:32])[CH2:13][CH2:12]2)[CH:8]=[C:7]([C:22]([F:24])([F:25])[F:23])[N:6]=1)([CH3:4])([CH3:2])[CH3:3]. The catalyst class is: 147. (4) The catalyst class is: 25. Reactant: [CH2:1]([O:8][C:9]1[CH:10]=[C:11]([S:15][C:16]2[CH:21]=[CH:20][C:19]([N+:22]([O-])=O)=[C:18]([Cl:25])[CH:17]=2)[CH:12]=[CH:13][CH:14]=1)[C:2]1[CH:7]=[CH:6][CH:5]=[CH:4][CH:3]=1.CCO.CCOC(C)=O. Product: [CH2:1]([O:8][C:9]1[CH:10]=[C:11]([S:15][C:16]2[CH:21]=[CH:20][C:19]([NH2:22])=[C:18]([Cl:25])[CH:17]=2)[CH:12]=[CH:13][CH:14]=1)[C:2]1[CH:3]=[CH:4][CH:5]=[CH:6][CH:7]=1. (5) Reactant: C[O:2][C:3]([C:5]1[N:6]=[C:7]([CH:10]([CH3:12])[CH3:11])[S:8][CH:9]=1)=O.[NH3:13]. Product: [CH:10]([C:7]1[S:8][CH:9]=[C:5]([C:3]([NH2:13])=[O:2])[N:6]=1)([CH3:12])[CH3:11]. The catalyst class is: 5. (6) Reactant: [Cl:1][C:2]1[CH:3]=[CH:4][C:5]2[N:6]([N:8]=[C:9]([N:11]([C:20]3[CH:25]=[CH:24][C:23]([S:26]([CH3:29])(=[O:28])=[O:27])=[CH:22][C:21]=3[O:30][CH3:31])[C:12](=[O:19])[O:13][CH:14](Cl)[CH:15]([CH3:17])[CH3:16])[N:10]=2)[CH:7]=1.[C:32]([O:36][C:37]([NH:39][C:40]([CH3:45])([CH3:44])[C:41]([O-:43])=[O:42])=[O:38])([CH3:35])([CH3:34])[CH3:33].[Cs+].O. Product: [C:32]([O:36][C:37]([NH:39][C:40]([CH3:45])([C:41]([O:43][CH:14]([O:13][C:12](=[O:19])[N:11]([C:9]1[N:10]=[C:5]2[CH:4]=[CH:3][C:2]([Cl:1])=[CH:7][N:6]2[N:8]=1)[C:20]1[CH:25]=[CH:24][C:23]([S:26]([CH3:29])(=[O:27])=[O:28])=[CH:22][C:21]=1[O:30][CH3:31])[CH:15]([CH3:17])[CH3:16])=[O:42])[CH3:44])=[O:38])([CH3:35])([CH3:33])[CH3:34]. The catalyst class is: 3.